This data is from Full USPTO retrosynthesis dataset with 1.9M reactions from patents (1976-2016). The task is: Predict the reactants needed to synthesize the given product. (1) Given the product [CH2:8]([O:7][C:5]1[C:4]([OH:1])=[N:19][C:20]([OH:21])=[N:22][CH:10]=1)[CH3:9], predict the reactants needed to synthesize it. The reactants are: [O:1]([CH2:4][C:5]([O:7][CH2:8][CH3:9])=O)CC.[CH:10](OCC)=O.[O-]CC.[Na+].[NH2:19][C:20]([NH2:22])=[O:21]. (2) Given the product [F:16][C:15]1[CH:14]=[C:13]([C:17]([OH:20])([CH3:18])[CH3:19])[CH:12]=[C:11]([F:21])[C:10]=1[C:4]1[S:3][C:2]([NH:1][C:23]2[CH:24]=[CH:25][C:26]([CH2:30][O:31][CH2:32][CH2:33][N:34]3[CH2:39][CH2:38][O:37][CH2:36][C:35]3=[O:40])=[C:27]([CH3:29])[N:28]=2)=[C:6]([C:7]([NH2:9])=[O:8])[CH:5]=1, predict the reactants needed to synthesize it. The reactants are: [NH2:1][C:2]1[S:3][C:4]([C:10]2[C:15]([F:16])=[CH:14][C:13]([C:17]([OH:20])([CH3:19])[CH3:18])=[CH:12][C:11]=2[F:21])=[CH:5][C:6]=1[C:7]([NH2:9])=[O:8].Cl[C:23]1[N:28]=[C:27]([CH3:29])[C:26]([CH2:30][O:31][CH2:32][CH2:33][N:34]2[CH2:39][CH2:38][O:37][CH2:36][C:35]2=[O:40])=[CH:25][CH:24]=1. (3) Given the product [CH3:3][CH2:4][CH2:5][CH:6]([CH3:8])[CH3:7].[CH2:25]([O:27][C:28](=[O:36])[C:29]1[CH:34]=[C:33]([N:35]2[C:11]([CH3:12])=[CH:10][CH:9]=[C:8]2[C:6]2[CH:7]=[C:2]([Br:1])[CH:3]=[CH:4][C:5]=2[O:15][CH2:16][C:17]2[CH:22]=[CH:21][C:20]([O:23][CH3:24])=[CH:19][CH:18]=2)[CH:32]=[N:31][CH:30]=1)[CH3:26], predict the reactants needed to synthesize it. The reactants are: [Br:1][C:2]1[CH:3]=[CH:4][C:5]([O:15][CH2:16][C:17]2[CH:22]=[CH:21][C:20]([O:23][CH3:24])=[CH:19][CH:18]=2)=[C:6]([C:8](=O)[CH2:9][CH2:10][C:11](=O)[CH3:12])[CH:7]=1.[CH2:25]([O:27][C:28](=[O:36])[C:29]1[CH:34]=[C:33]([NH2:35])[CH:32]=[N:31][CH:30]=1)[CH3:26]. (4) The reactants are: [F:1][C:2]1[CH:7]=[C:6]([F:8])[CH:5]=[CH:4][C:3]=1[NH2:9].Br[C:11]1[CH:16]=[CH:15][C:14]([C:17]([C:19]2[CH:24]=[C:23]([O:25][CH2:26][C:27]3[CH:32]=[CH:31][C:30]([O:33][CH3:34])=[CH:29][CH:28]=3)[CH:22]=[CH:21][C:20]=2[CH3:35])=[O:18])=[C:13]([N+:36]([O-:38])=[O:37])[CH:12]=1.C1C=CC(P(C2C=CC3C(=CC=CC=3)C=2C2C3C(=CC=CC=3)C=CC=2P(C2C=CC=CC=2)C2C=CC=CC=2)C2C=CC=CC=2)=CC=1.C([O-])([O-])=O.[Cs+].[Cs+]. Given the product [F:1][C:2]1[CH:7]=[C:6]([F:8])[CH:5]=[CH:4][C:3]=1[NH:9][C:11]1[CH:16]=[CH:15][C:14]([C:17]([C:19]2[CH:24]=[C:23]([O:25][CH2:26][C:27]3[CH:32]=[CH:31][C:30]([O:33][CH3:34])=[CH:29][CH:28]=3)[CH:22]=[CH:21][C:20]=2[CH3:35])=[O:18])=[C:13]([N+:36]([O-:38])=[O:37])[CH:12]=1, predict the reactants needed to synthesize it. (5) Given the product [F:16][CH:2]([F:1])[N:3]1[C:7]([C:8]([OH:10])=[O:9])=[CH:6][C:5]([N+:13]([O-:15])=[O:14])=[N:4]1, predict the reactants needed to synthesize it. The reactants are: [F:1][CH:2]([F:16])[N:3]1[C:7]([C:8]([O:10]CC)=[O:9])=[CH:6][C:5]([N+:13]([O-:15])=[O:14])=[N:4]1.[OH-].[Na+].Cl. (6) Given the product [Cl:1][C:2]1[CH:18]=[CH:17][C:5]2[O:6][CH:7]=[C:19]([CH2:21][OH:20])[C:4]=2[CH:3]=1, predict the reactants needed to synthesize it. The reactants are: [Cl:1][C:2]1[CH:18]=[CH:17][C:5]([O:6][CH2:7]N2C3C=CC=CC=3N=N2)=[C:4]([CH:19]2[CH2:21][O:20]2)[CH:3]=1.[Li+].CC([N-]C(C)C)C. (7) The reactants are: [NH2:1][C:2]1[C:11](Br)=[CH:10][C:9]2[CH2:8][CH2:7][CH2:6][CH2:5][C:4]=2[C:3]=1[C:13]([O:15][CH3:16])=[O:14].[C:17]([O:21][C:22]([CH3:25])([CH3:24])[CH3:23])(=[O:20])[CH:18]=[CH2:19].C1(C)C=CC=CC=1P(C1C=CC=CC=1C)C1C=CC=CC=1C.C(N(CC)CC)C. Given the product [NH2:1][C:2]1[C:11](/[CH:19]=[CH:18]/[C:17]([O:21][C:22]([CH3:25])([CH3:24])[CH3:23])=[O:20])=[CH:10][C:9]2[CH2:8][CH2:7][CH2:6][CH2:5][C:4]=2[C:3]=1[C:13]([O:15][CH3:16])=[O:14], predict the reactants needed to synthesize it. (8) Given the product [Br:1][C:2]1[CH:3]=[N:4][C:5]2[N:6]([N:8]=[C:9]([C:11]([N:24]3[CH2:23][CH2:22][C:21]4[C:16](=[CH:17][CH:18]=[C:19]5[O:27][CH2:26][O:25][C:20]5=4)[CH:15]3[CH3:14])=[O:13])[CH:10]=2)[CH:7]=1, predict the reactants needed to synthesize it. The reactants are: [Br:1][C:2]1[CH:3]=[N:4][C:5]2[N:6]([N:8]=[C:9]([C:11]([OH:13])=O)[CH:10]=2)[CH:7]=1.[CH3:14][CH:15]1[NH:24][CH2:23][CH2:22][C:21]2[C:16]1=[CH:17][CH:18]=[C:19]1[O:27][CH2:26][O:25][C:20]1=2. (9) Given the product [CH3:1][O:2][C:3]1[CH:4]=[C:5]2[C:9](=[CH:10][CH:11]=1)[N:8]([CH2:12][C:13]1[S:14][CH:15]=[CH:16][CH:17]=1)[CH:7]=[C:6]2[CH:18]1[CH2:23][CH2:22][N:21]([CH2:33][C:29]2[CH:28]=[C:27]([CH:32]=[CH:31][CH:30]=2)[C:26]([OH:35])=[O:25])[CH2:20][CH2:19]1, predict the reactants needed to synthesize it. The reactants are: [CH3:1][O:2][C:3]1[CH:4]=[C:5]2[C:9](=[CH:10][CH:11]=1)[N:8]([CH2:12][C:13]1[S:14][CH:15]=[CH:16][CH:17]=1)[CH:7]=[C:6]2[CH:18]1[CH2:23][CH2:22][NH:21][CH2:20][CH2:19]1.C[O:25][C:26](=[O:35])[C:27]1[CH:32]=[CH:31][CH:30]=[C:29]([CH2:33]Br)[CH:28]=1.